Task: Predict the reactants needed to synthesize the given product.. Dataset: Full USPTO retrosynthesis dataset with 1.9M reactions from patents (1976-2016) (1) Given the product [F:14][C:4]1[C:3]([O:15][CH2:16][O:17][CH3:18])=[CH:2][CH:7]=[C:6]([CH:8]2[CH2:9][CH2:10][O:11][CH2:12][CH2:13]2)[N:5]=1, predict the reactants needed to synthesize it. The reactants are: Br[C:2]1[CH:7]=[C:6]([CH:8]2[CH2:13][CH2:12][O:11][CH2:10][CH2:9]2)[N:5]=[C:4]([F:14])[C:3]=1[O:15][CH2:16][O:17][CH3:18].C([Li])CCC.BrC1C=CC(F)=C(C=1)C=O. (2) The reactants are: [N+:1]([C:4]1[CH:9]=[CH:8][C:7]([N:10]2[CH2:15][CH2:14]C(N3CCCCC3)[CH2:12][CH2:11]2)=[CH:6][N:5]=1)([O-:3])=[O:2].[CH:22]([N:25]1CCN(C2C=CC(N)=NC=2)CC1)([CH3:24])[CH3:23].CN1CCN(C2C=CC(N)=NC=2)CC1. Given the product [CH:22]([N:25]1[CH2:12][CH2:11][N:10]([C:7]2[CH:6]=[N:5][C:4]([N+:1]([O-:3])=[O:2])=[CH:9][CH:8]=2)[CH2:15][CH2:14]1)([CH3:24])[CH3:23], predict the reactants needed to synthesize it. (3) Given the product [CH3:16][O:15][C:12]1[CH:11]=[CH:10][C:9]([CH:7]2[CH2:8][CH:6]2[CH2:5][C:4]([OH:17])=[O:19])=[CH:14][CH:13]=1, predict the reactants needed to synthesize it. The reactants are: CON(C)[C:4](=[O:17])[CH2:5][CH:6]1[CH2:8][CH:7]1[C:9]1[CH:14]=[CH:13][C:12]([O:15][CH3:16])=[CH:11][CH:10]=1.[OH-:19].[Na+].Cl.